Dataset: Forward reaction prediction with 1.9M reactions from USPTO patents (1976-2016). Task: Predict the product of the given reaction. (1) Given the reactants [CH2:1]([O:8][C:9]1[CH:39]=[CH:38][C:12]([NH:13][C:14]2[C:23]3[C:18](=[CH:19][C:20]([O:33][CH2:34][CH3:35])=[C:21]([NH:24][C:25](=[O:32])[CH:26]=[CH:27][CH2:28][CH2:29][CH2:30]Cl)[CH:22]=3)[N:17]=[CH:16][C:15]=2[C:36]#[N:37])=[CH:11][C:10]=1[Cl:40])[C:2]1[CH:7]=[CH:6][CH:5]=[CH:4][CH:3]=1.[Na+].[I-].C[N:44]([CH3:47])[CH:45]=O.[CH3:48][NH:49][CH3:50], predict the reaction product. The product is: [CH2:1]([O:8][C:9]1[CH:39]=[CH:38][C:12]([NH:13][C:14]2[C:23]3[C:18](=[CH:19][C:20]([O:33][CH2:34][CH3:35])=[C:21]([NH:24][C:25](=[O:32])[CH2:26][CH:27]([N:49]([CH3:50])[CH3:48])[CH2:28][CH2:29][CH2:30][N:44]([CH3:47])[CH3:45])[CH:22]=3)[N:17]=[CH:16][C:15]=2[C:36]#[N:37])=[CH:11][C:10]=1[Cl:40])[C:2]1[CH:7]=[CH:6][CH:5]=[CH:4][CH:3]=1. (2) The product is: [Br:16][C:17]1[CH:18]=[CH:19][CH:20]=[C:21]2[C:30]=1[CH2:29][C:28]1[CH:27]=[CH:26][C:25]([NH:31][C:9](=[O:10])[O:11][C:12]([CH3:13])([CH3:14])[CH3:15])=[CH:24][C:23]=1[O:22]2. Given the reactants [C:9](O[C:9]([O:11][C:12]([CH3:15])([CH3:14])[CH3:13])=[O:10])([O:11][C:12]([CH3:15])([CH3:14])[CH3:13])=[O:10].[Br:16][C:17]1[CH:18]=[CH:19][CH:20]=[C:21]2[C:30]=1[CH2:29][C:28]1[CH:27]=[CH:26][C:25]([NH2:31])=[CH:24][C:23]=1[O:22]2.BrC1C=C2C(=CC=1)CC1C=CC(N)=CC=1O2, predict the reaction product.